This data is from NCI-60 drug combinations with 297,098 pairs across 59 cell lines. The task is: Regression. Given two drug SMILES strings and cell line genomic features, predict the synergy score measuring deviation from expected non-interaction effect. (1) Drug 1: CC1=C2C(C(=O)C3(C(CC4C(C3C(C(C2(C)C)(CC1OC(=O)C(C(C5=CC=CC=C5)NC(=O)OC(C)(C)C)O)O)OC(=O)C6=CC=CC=C6)(CO4)OC(=O)C)OC)C)OC. Drug 2: C1C(C(OC1N2C=C(C(=O)NC2=O)F)CO)O. Cell line: SNB-19. Synergy scores: CSS=52.7, Synergy_ZIP=-3.55, Synergy_Bliss=-3.14, Synergy_Loewe=2.69, Synergy_HSA=6.66. (2) Drug 1: CC1=CC=C(C=C1)C2=CC(=NN2C3=CC=C(C=C3)S(=O)(=O)N)C(F)(F)F. Drug 2: CN(CCCl)CCCl.Cl. Cell line: T-47D. Synergy scores: CSS=30.0, Synergy_ZIP=-8.53, Synergy_Bliss=-0.184, Synergy_Loewe=-15.2, Synergy_HSA=-0.832. (3) Drug 2: CC1C(C(CC(O1)OC2CC(OC(C2O)C)OC3=CC4=CC5=C(C(=O)C(C(C5)C(C(=O)C(C(C)O)O)OC)OC6CC(C(C(O6)C)O)OC7CC(C(C(O7)C)O)OC8CC(C(C(O8)C)O)(C)O)C(=C4C(=C3C)O)O)O)O. Drug 1: CCC1=CC2CC(C3=C(CN(C2)C1)C4=CC=CC=C4N3)(C5=C(C=C6C(=C5)C78CCN9C7C(C=CC9)(C(C(C8N6C)(C(=O)OC)O)OC(=O)C)CC)OC)C(=O)OC.C(C(C(=O)O)O)(C(=O)O)O. Cell line: OVCAR-4. Synergy scores: CSS=44.7, Synergy_ZIP=4.05, Synergy_Bliss=9.95, Synergy_Loewe=4.27, Synergy_HSA=10.5. (4) Drug 1: CCC1(CC2CC(C3=C(CCN(C2)C1)C4=CC=CC=C4N3)(C5=C(C=C6C(=C5)C78CCN9C7C(C=CC9)(C(C(C8N6C=O)(C(=O)OC)O)OC(=O)C)CC)OC)C(=O)OC)O.OS(=O)(=O)O. Drug 2: CC1=C(C(=CC=C1)Cl)NC(=O)C2=CN=C(S2)NC3=CC(=NC(=N3)C)N4CCN(CC4)CCO. Cell line: SNB-75. Synergy scores: CSS=5.69, Synergy_ZIP=-1.59, Synergy_Bliss=3.65, Synergy_Loewe=1.23, Synergy_HSA=2.59. (5) Drug 1: C1=CC(=CC=C1CCC2=CNC3=C2C(=O)NC(=N3)N)C(=O)NC(CCC(=O)O)C(=O)O. Drug 2: C1=CC(=C2C(=C1NCCNCCO)C(=O)C3=C(C=CC(=C3C2=O)O)O)NCCNCCO. Cell line: HT29. Synergy scores: CSS=56.1, Synergy_ZIP=-0.662, Synergy_Bliss=-2.25, Synergy_Loewe=4.91, Synergy_HSA=5.51. (6) Drug 1: C1CN(CCN1C(=O)CCBr)C(=O)CCBr. Drug 2: C1CNP(=O)(OC1)N(CCCl)CCCl. Cell line: HCT-15. Synergy scores: CSS=19.6, Synergy_ZIP=9.76, Synergy_Bliss=11.8, Synergy_Loewe=-4.11, Synergy_HSA=4.51. (7) Drug 1: CC1=C(C=C(C=C1)NC2=NC=CC(=N2)N(C)C3=CC4=NN(C(=C4C=C3)C)C)S(=O)(=O)N.Cl. Drug 2: C(CN)CNCCSP(=O)(O)O. Cell line: COLO 205. Synergy scores: CSS=9.53, Synergy_ZIP=2.38, Synergy_Bliss=9.35, Synergy_Loewe=2.07, Synergy_HSA=1.80.